This data is from Forward reaction prediction with 1.9M reactions from USPTO patents (1976-2016). The task is: Predict the product of the given reaction. (1) Given the reactants [P:1]([OH:13])([O:8][C:9]([CH3:12])([CH3:11])[CH3:10])([O:3][C:4]([CH3:7])([CH3:6])[CH3:5])=[O:2].[OH-].[CH3:15][N+:16]([CH3:19])([CH3:18])[CH3:17], predict the reaction product. The product is: [C:4]([O:3][P:1]([O:8][C:9]([CH3:12])([CH3:11])[CH3:10])([OH:13])=[O:2])([CH3:7])([CH3:6])[CH3:5].[CH3:15][N+:16]([CH3:19])([CH3:18])[CH3:17]. (2) Given the reactants [C:1]([Si:5]([CH3:21])([CH3:20])[O:6][CH2:7][C:8]1[CH:13]=[CH:12][C:11]([NH:14][C:15](=[O:18])[CH:16]=[CH2:17])=[C:10]([F:19])[CH:9]=1)([CH3:4])([CH3:3])[CH3:2].[OH:22][C:23]([C:40]1[S:41][CH:42]=[CH:43][CH:44]=1)([C:35]1[S:36][CH:37]=[CH:38][CH:39]=1)[C:24]([O:26][C@H:27]1[CH2:32][CH2:31][C@H:30]([NH:33][CH3:34])[CH2:29][CH2:28]1)=[O:25].[Na], predict the reaction product. The product is: [OH:22][C:23]([C:35]1[S:36][CH:37]=[CH:38][CH:39]=1)([C:40]1[S:41][CH:42]=[CH:43][CH:44]=1)[C:24]([O:26][C@H:27]1[CH2:28][CH2:29][C@H:30]([N:33]([CH2:17][CH2:16][C:15]([NH:14][C:11]2[CH:12]=[CH:13][C:8]([CH2:7][O:6][Si:5]([C:1]([CH3:4])([CH3:3])[CH3:2])([CH3:21])[CH3:20])=[CH:9][C:10]=2[F:19])=[O:18])[CH3:34])[CH2:31][CH2:32]1)=[O:25].[C:1]([Si:5]([CH3:21])([CH3:20])[O:6][CH2:7][C:8]1[CH:13]=[CH:12][C:11]([NH:14][C:15](=[O:18])[CH:16]=[CH2:17])=[C:10]([F:19])[CH:9]=1)([CH3:4])([CH3:3])[CH3:2].[OH:22][C:23]([C:35]1[S:36][CH:37]=[CH:38][CH:39]=1)([C:40]1[S:41][CH:42]=[CH:43][CH:44]=1)[C:24]([O:26][C@H:27]1[CH2:28][CH2:29][C@H:30]([NH:33][CH3:34])[CH2:31][CH2:32]1)=[O:25].